This data is from Forward reaction prediction with 1.9M reactions from USPTO patents (1976-2016). The task is: Predict the product of the given reaction. (1) Given the reactants [O:1]1[CH2:6][CH2:5][N:4]([C:7]2[CH:8]=[C:9]([NH2:14])[CH:10]=[C:11]([NH2:13])[CH:12]=2)[CH2:3][CH2:2]1.C(N(CC)CC)C.[CH:22]1([C:25](Cl)=[O:26])[CH2:24][CH2:23]1, predict the reaction product. The product is: [NH2:14][C:9]1[CH:10]=[C:11]([NH:13][C:25]([CH:22]2[CH2:24][CH2:23]2)=[O:26])[CH:12]=[C:7]([N:4]2[CH2:3][CH2:2][O:1][CH2:6][CH2:5]2)[CH:8]=1. (2) Given the reactants C[Si](O[C:6]([O:10][CH3:11])=[C:7](C)[CH3:8])(C)C.ClC1C=[C:15](C=CC=1)[C:16]([O-:18])=[O:17].C([N+](CCCC)(CCCC)CCCC)CCC.C(OC)(=O)C(C)=C.C(OCCN(C)C)(=O)C(C)=C, predict the reaction product. The product is: [C:16]([O:18][CH:7]([CH3:8])[CH2:6][O:10][CH3:11])(=[O:17])[CH3:15]. (3) Given the reactants [F:1][C:2]1[CH:7]=[CH:6][CH:5]=[CH:4][C:3]=1[CH:8]1[CH2:13][CH2:12][NH:11][CH2:10][CH:9]1[CH2:14][N:15]([C@@H:23]([C:25]1[C:34]2[C:29](=[CH:30][CH:31]=[CH:32][CH:33]=2)[CH:28]=[CH:27][CH:26]=1)[CH3:24])[C:16](=[O:22])[O:17][C:18]([CH3:21])([CH3:20])[CH3:19].C(=O)([O-])O.[Na+].C1COCC1.Cl[C:46]([O:48][C:49]1[CH:58]=[CH:57][C:52]([C:53]([O:55]C)=[O:54])=[CH:51][CH:50]=1)=[O:47], predict the reaction product. The product is: [C:18]([O:17][C:16]([N:15]([CH2:14][CH:9]1[CH:8]([C:3]2[CH:4]=[CH:5][CH:6]=[CH:7][C:2]=2[F:1])[CH2:13][CH2:12][N:11]([C:46]([O:48][C:49]2[CH:58]=[CH:57][C:52]([C:53]([OH:55])=[O:54])=[CH:51][CH:50]=2)=[O:47])[CH2:10]1)[C@@H:23]([C:25]1[C:34]2[C:29](=[CH:30][CH:31]=[CH:32][CH:33]=2)[CH:28]=[CH:27][CH:26]=1)[CH3:24])=[O:22])([CH3:19])([CH3:21])[CH3:20]. (4) Given the reactants [CH3:1][C:2]([O:14][Si](C)(C)C)([CH3:13])[C:3]#[C:4][C:5]([C:7]1[CH:12]=[CH:11][N:10]=[CH:9][CH:8]=1)=[O:6].CC1C=CC(S(O)(=O)=O)=CC=1, predict the reaction product. The product is: [OH:14][C:2]([CH3:13])([CH3:1])[C:3]#[C:4][C:5]([C:7]1[CH:8]=[CH:9][N:10]=[CH:11][CH:12]=1)=[O:6]. (5) Given the reactants [NH2:1][C:2]1[CH:3]=[C:4]2[C:9](=[CH:10][CH:11]=1)[N:8]([CH2:12][CH:13]([N:15]1[CH2:19][CH2:18][CH2:17][CH2:16]1)[CH3:14])[C:7](=O)[CH2:6][CH2:5]2.[H-].[H-].[H-].[H-].[Li+].[Al+3].[OH-].[Na+].[O-]S([O-])(=O)=O.[Na+].[Na+], predict the reaction product. The product is: [N:15]1([CH:13]([CH3:14])[CH2:12][N:8]2[C:9]3[C:4](=[CH:3][C:2]([NH2:1])=[CH:11][CH:10]=3)[CH2:5][CH2:6][CH2:7]2)[CH2:19][CH2:18][CH2:17][CH2:16]1.